This data is from Reaction yield outcomes from USPTO patents with 853,638 reactions. The task is: Predict the reaction yield, written as a fraction of the theoretical maximum amount of product (1.0 means a 100% yield; for example, 0.34 means a 34% yield). (1) The reactants are [Cl:1][C:2]1[CH:3]=[C:4]([NH:9][C:10]2[C:11]3[CH2:18][C:17](=[O:19])[NH:16][C:12]=3[N:13]=[CH:14][N:15]=2)[CH:5]=[CH:6][C:7]=1[F:8].[CH3:20][C:21]1[C:25]([C:26]([N:28]2[CH2:33][CH2:32][O:31][CH2:30][CH2:29]2)=[O:27])=[CH:24][NH:23][C:22]=1[CH:34]=O. The yield is 0.320. The product is [Cl:1][C:2]1[CH:3]=[C:4]([NH:9][C:10]2[C:11]3[C:18](=[CH:34][C:22]4[NH:23][CH:24]=[C:25]([C:26]([N:28]5[CH2:29][CH2:30][O:31][CH2:32][CH2:33]5)=[O:27])[C:21]=4[CH3:20])[C:17](=[O:19])[NH:16][C:12]=3[N:13]=[CH:14][N:15]=2)[CH:5]=[CH:6][C:7]=1[F:8]. The catalyst is N1CCCCC1.C(O)C. (2) The reactants are [CH2:1]([O:3][C:4]([C:6]1[O:7][C:8]([N+]([O-])=O)=[CH:9][CH:10]=1)=[O:5])[CH3:2].[CH3:14][S:15](C)=O. No catalyst specified. The product is [CH2:1]([O:3][C:4]([C:6]1[O:7][C:8]([S:15][CH3:14])=[CH:9][CH:10]=1)=[O:5])[CH3:2]. The yield is 0.920. (3) The reactants are C1N=CN(C(N2C=NC=C2)=O)C=1.[CH:13]1[C:18]([C:19]2[CH:20]=[CH:21][C:22]([F:26])=[CH:23][C:24]=2[F:25])=[CH:17][C:16]([C:27]([OH:29])=[O:28])=[C:15]([OH:30])[CH:14]=1.[CH:31](O)([CH3:33])[CH3:32].O. The catalyst is CN(C=O)C. The product is [F:25][C:24]1[CH:23]=[C:22]([F:26])[CH:21]=[CH:20][C:19]=1[C:18]1[CH:13]=[CH:14][C:15]([OH:30])=[C:16]([C:27]([O:29][CH:31]([CH3:33])[CH3:32])=[O:28])[CH:17]=1. The yield is 0.410. (4) The reactants are [Cl:1][C:2]1[CH:7]=[C:6]([Cl:8])[CH:5]=[CH:4][C:3]=1[C:9]1[CH:14]=[CH:13][NH:12][C:11](=[O:15])[CH:10]=1.Br[C:17]1[CH:25]=[C:24]2[C:20]([C:21]3[CH2:30][CH2:29][N:28]([CH3:31])[CH2:27][C:22]=3[N:23]2[CH3:26])=[CH:19][CH:18]=1. No catalyst specified. The product is [ClH:1].[Cl:1][C:2]1[CH:7]=[C:6]([Cl:8])[CH:5]=[CH:4][C:3]=1[C:9]1[CH:14]=[CH:13][N:12]([C:17]2[CH:25]=[C:24]3[C:20]([C:21]4[CH2:30][CH2:29][N:28]([CH3:31])[CH2:27][C:22]=4[N:23]3[CH3:26])=[CH:19][CH:18]=2)[C:11](=[O:15])[CH:10]=1. The yield is 0.210. (5) The reactants are [NH2:1][C:2]1[CH:7]=[CH:6][C:5]([Cl:8])=[CH:4][C:3]=1[C:9]([C:11]1[CH:16]=[CH:15][CH:14]=[C:13]([Cl:17])[CH:12]=1)=O.[CH:18]1([C:21](=O)[CH2:22][C:23]([O:25][CH3:26])=[O:24])[CH2:20][CH2:19]1.[O-]S(C(F)(F)F)(=O)=O.[Yb+3].[O-]S(C(F)(F)F)(=O)=O.[O-]S(C(F)(F)F)(=O)=O. The catalyst is C(O)C. The product is [CH3:26][O:25][C:23]([C:22]1[C:21]([CH:18]2[CH2:20][CH2:19]2)=[N:1][C:2]2[C:3]([C:9]=1[C:11]1[CH:16]=[CH:15][CH:14]=[C:13]([Cl:17])[CH:12]=1)=[CH:4][C:5]([Cl:8])=[CH:6][CH:7]=2)=[O:24]. The yield is 0.430. (6) The reactants are [O:1]=[C:2]1[O:6][C@H:5]([C@@H:7]([NH:15][C:16](=[O:22])[O:17][C:18]([CH3:21])([CH3:20])[CH3:19])[CH2:8][C:9]2[CH:14]=[CH:13][CH:12]=[CH:11][CH:10]=2)[CH2:4][CH:3]1[CH2:23][C:24]1[CH:29]=[CH:28][C:27]([C:30]2[CH:35]=[CH:34][CH:33]=[CH:32][N:31]=2)=[CH:26][CH:25]=1.[OH-:36].[Na+].N1C=CN=C1.[Si:43](Cl)([C:46]([CH3:49])([CH3:48])[CH3:47])([CH3:45])[CH3:44]. The catalyst is O1CCOCC1.CN(C)C=O. The product is [C:18]([O:17][C:16]([NH:15][C@@H:7]([CH2:8][C:9]1[CH:14]=[CH:13][CH:12]=[CH:11][CH:10]=1)[C@@H:5]([O:6][Si:43]([C:46]([CH3:49])([CH3:48])[CH3:47])([CH3:45])[CH3:44])[CH2:4][CH:3]([CH2:23][C:24]1[CH:29]=[CH:28][C:27]([C:30]2[CH:35]=[CH:34][CH:33]=[CH:32][N:31]=2)=[CH:26][CH:25]=1)[C:2]([OH:36])=[O:1])=[O:22])([CH3:20])([CH3:21])[CH3:19]. The yield is 0.490. (7) The reactants are [OH:1][CH2:2][C:3]([CH3:29])([CH2:7][NH:8][C:9]1[N:14]=[C:13]([NH:15][C:16]2[N:21]=[CH:20][C:19]3[N:22]=[C:23]([CH3:28])[N:24]([CH:25]([CH3:27])[CH3:26])[C:18]=3[CH:17]=2)[CH:12]=[CH:11][N:10]=1)[C:4](O)=[O:5].[Cl-].[NH4+].C([N:35](CC)C(C)C)(C)C.F[P-](F)(F)(F)(F)F.CN(C(N(C)C)=[N+]1C2C(=NC=CC=2)[N+]([O-])=N1)C.N. The catalyst is CN(C)C=O. The product is [OH:1][CH2:2][C:3]([CH3:29])([CH2:7][NH:8][C:9]1[N:14]=[C:13]([NH:15][C:16]2[N:21]=[CH:20][C:19]3[N:22]=[C:23]([CH3:28])[N:24]([CH:25]([CH3:27])[CH3:26])[C:18]=3[CH:17]=2)[CH:12]=[CH:11][N:10]=1)[C:4]([NH2:35])=[O:5]. The yield is 0.310.